This data is from Full USPTO retrosynthesis dataset with 1.9M reactions from patents (1976-2016). The task is: Predict the reactants needed to synthesize the given product. (1) Given the product [CH2:1]([O:8][C:9]1[CH:10]=[C:11]([O:29][C:30]2[CH:31]=[CH:32][C:33]([S:36]([CH3:39])(=[O:37])=[O:38])=[CH:34][CH:35]=2)[CH:12]=[C:13]2[C:17]=1[NH:16][C:15]([C:18]1[S:19][CH:20]([CH2:23][C:24]([OH:26])=[O:25])[CH2:21][N:22]=1)=[CH:14]2)[C:2]1[CH:7]=[CH:6][CH:5]=[CH:4][CH:3]=1, predict the reactants needed to synthesize it. The reactants are: [CH2:1]([O:8][C:9]1[CH:10]=[C:11]([O:29][C:30]2[CH:35]=[CH:34][C:33]([S:36]([CH3:39])(=[O:38])=[O:37])=[CH:32][CH:31]=2)[CH:12]=[C:13]2[C:17]=1[NH:16][C:15]([C:18]1[S:19][CH:20]([CH2:23][C:24]([O:26]CC)=[O:25])[CH2:21][N:22]=1)=[CH:14]2)[C:2]1[CH:7]=[CH:6][CH:5]=[CH:4][CH:3]=1. (2) Given the product [CH:1]([C:4]1[CH:5]=[CH:6][C:7]([N:10]([CH2:38][C:36]2[CH:37]=[N:33][NH:34][CH:35]=2)[C:11]([CH:13]2[C:22]3[C:17](=[C:18]([N+:23]([O-:25])=[O:24])[CH:19]=[CH:20][CH:21]=3)[O:16][CH2:15][CH2:14]2)=[O:12])=[CH:8][CH:9]=1)([CH3:3])[CH3:2], predict the reactants needed to synthesize it. The reactants are: [CH:1]([C:4]1[CH:9]=[CH:8][C:7]([NH:10][C:11]([CH:13]2[C:22]3[C:17](=[C:18]([N+:23]([O-:25])=[O:24])[CH:19]=[CH:20][CH:21]=3)[O:16][CH2:15][CH2:14]2)=[O:12])=[CH:6][CH:5]=1)([CH3:3])[CH3:2].C(OC([N:33]1[CH:37]=[C:36]([CH2:38]O)[CH:35]=[N:34]1)=O)(C)(C)C. (3) Given the product [Br:1][CH2:11][C:10]([C:6]1[CH:7]=[CH:8][CH:9]=[C:4]([CH3:3])[CH:5]=1)=[O:12], predict the reactants needed to synthesize it. The reactants are: [Br:1]Br.[CH3:3][C:4]1[CH:5]=[C:6]([C:10](=[O:12])[CH3:11])[CH:7]=[CH:8][CH:9]=1. (4) Given the product [CH2:1]([O:3][C:4]1[CH:5]=[CH:6][C:7]([NH:15][CH2:16][CH2:17][CH3:18])=[C:8]([CH:14]=1)[C:9]([OH:11])=[O:10])[CH3:2], predict the reactants needed to synthesize it. The reactants are: [CH2:1]([O:3][C:4]1[CH:5]=[CH:6][C:7]([NH:15][CH2:16][CH2:17][CH3:18])=[C:8]([CH:14]=1)[C:9]([O:11]CC)=[O:10])[CH3:2].[OH-].[K+]. (5) The reactants are: [OH:1][CH2:2][CH2:3][CH2:4][O:5][C:6]1[CH:11]=[CH:10][C:9]([CH2:12][C@H:13]([O:17][CH3:18])[C:14]([OH:16])=[O:15])=[CH:8][CH:7]=1.O[C:20]1[CH:29]=[C:28]2[C:23]([C:24](=[O:36])[CH:25]=[C:26]([C:30]3[CH:35]=[CH:34][CH:33]=[CH:32][CH:31]=3)[O:27]2)=[CH:22][CH:21]=1. Given the product [CH3:18][O:17][C@@H:13]([CH2:12][C:9]1[CH:10]=[CH:11][C:6]([O:5][CH2:4][CH2:3][CH2:2][O:1][C:20]2[CH:29]=[C:28]3[C:23]([C:24](=[O:36])[CH:25]=[C:26]([C:30]4[CH:35]=[CH:34][CH:33]=[CH:32][CH:31]=4)[O:27]3)=[CH:22][CH:21]=2)=[CH:7][CH:8]=1)[C:14]([OH:16])=[O:15], predict the reactants needed to synthesize it. (6) Given the product [O:1]1[C:9]2[C:4](=[N:5][C:6]([NH:10][S:18]([C:15]3[CH:16]=[CH:17][C:12]([CH3:11])=[CH:13][CH:14]=3)(=[O:20])=[O:19])=[CH:7][CH:8]=2)[CH2:3][CH2:2]1, predict the reactants needed to synthesize it. The reactants are: [O:1]1[C:9]2[C:4](=[N:5][C:6]([NH2:10])=[CH:7][CH:8]=2)[CH2:3][CH2:2]1.[CH3:11][C:12]1[CH:17]=[CH:16][C:15]([S:18](Cl)(=[O:20])=[O:19])=[CH:14][CH:13]=1.O. (7) Given the product [CH3:41][O:42][C:43]1[CH:49]=[CH:48][C:46]([NH:47][C:27]([C:24]2[N:16]3[C:15]([CH2:14][N:13]([C:11](=[O:12])[C:10]4[CH:9]=[CH:8][C:7]([CH:1]5[CH2:2][CH2:3][CH2:4][CH2:5][CH2:6]5)=[CH:31][CH:30]=4)[C:19]4[CH:20]=[CH:21][CH:22]=[CH:23][C:18]=4[CH2:17]3)=[CH:26][CH:25]=2)=[O:28])=[CH:45][CH:44]=1, predict the reactants needed to synthesize it. The reactants are: [CH:1]1([C:7]2[CH:31]=[CH:30][C:10]([C:11]([N:13]3[C:19]4[CH:20]=[CH:21][CH:22]=[CH:23][C:18]=4[CH2:17][N:16]4[C:24]([C:27](Cl)=[O:28])=[CH:25][CH:26]=[C:15]4[CH2:14]3)=[O:12])=[CH:9][CH:8]=2)[CH2:6][CH2:5][CH2:4][CH2:3][CH2:2]1.C(N(CC)C(C)C)(C)C.[CH3:41][O:42][C:43]1[CH:49]=[CH:48][C:46]([NH2:47])=[CH:45][CH:44]=1.